The task is: Predict the product of the given reaction.. This data is from Forward reaction prediction with 1.9M reactions from USPTO patents (1976-2016). (1) Given the reactants [CH3:1][N:2]1[C:27](=[O:28])[C@:5]2([CH2:9][CH2:8][C:7]([C:10]3[N:15]=[C:14]([CH3:16])[CH:13]=[C:12]([C:17]4[CH:22]=[CH:21][C:20]([C:23]([F:26])([F:25])[F:24])=[CH:19][CH:18]=4)[N:11]=3)=[N:6]2)[CH2:4][CH2:3]1.C(N)(C)(C)C.B.Cl.CC(C)=O.C(=O)=O, predict the reaction product. The product is: [CH3:1][N:2]1[CH2:3][CH2:4][C:5]2([NH:6][CH:7]([C:10]3[N:15]=[C:14]([CH3:16])[CH:13]=[C:12]([C:17]4[CH:18]=[CH:19][C:20]([C:23]([F:26])([F:25])[F:24])=[CH:21][CH:22]=4)[N:11]=3)[CH2:8][CH2:9]2)[C:27]1=[O:28]. (2) Given the reactants CC1(C)C2C(=C(P(C3C=CC=CC=3)C3C=CC=CC=3)C=CC=2)OC2C(P(C3C=CC=CC=3)C3C=CC=CC=3)=CC=CC1=2.CC1(C)C(C)(C)OB([C:51]2[CH:65]=[CH:64][CH:63]=[CH:62][C:52]=2[CH2:53][NH:54][C:55](=[O:61])[O:56][C:57]([CH3:60])([CH3:59])[CH3:58])O1.[I:67][C:68]1[O:69][CH:70]=[C:71](I)[N:72]=1.P([O-])([O-])([O-])=O.[K+].[K+].[K+], predict the reaction product. The product is: [I:67][C:68]1[O:69][CH:70]=[C:71]([C:51]2[CH:65]=[CH:64][CH:63]=[CH:62][C:52]=2[CH2:53][NH:54][C:55](=[O:61])[O:56][C:57]([CH3:58])([CH3:59])[CH3:60])[N:72]=1. (3) Given the reactants OO.[CH:3]1[C:16]2[C:15](=[O:17])[C:14]3[C:9](=[CH:10][CH:11]=[CH:12][CH:13]=3)[C:8](=[O:18])[C:7]=2[CH:6]=[CH:5][CH:4]=1, predict the reaction product. The product is: [CH:12]1[CH:13]=[C:14]2[C:15]([OH:17])=[C:16]3[C:7](=[C:8]([OH:18])[C:9]2=[CH:10][CH:11]=1)[CH:6]=[CH:5][CH:4]=[CH:3]3.